This data is from Full USPTO retrosynthesis dataset with 1.9M reactions from patents (1976-2016). The task is: Predict the reactants needed to synthesize the given product. Given the product [CH3:1][O:2][C@H:3]([C@@H:8]([CH3:27])[C@@H:9]([O:25][CH3:26])/[CH:10]=[CH:11]/[Sn:12]([CH2:21][CH2:22][CH2:23][CH3:24])([CH2:17][CH2:18][CH2:19][CH3:20])[CH2:13][CH2:14][CH2:15][CH3:16])[C@@H:4]([CH3:7])[C:5]([OH:34])=[O:6], predict the reactants needed to synthesize it. The reactants are: [CH3:1][O:2][C@H:3]([C@@H:8]([CH3:27])[C@@H:9]([O:25][CH3:26])/[CH:10]=[CH:11]/[Sn:12]([CH2:21][CH2:22][CH2:23][CH3:24])([CH2:17][CH2:18][CH2:19][CH3:20])[CH2:13][CH2:14][CH2:15][CH3:16])[C@@H:4]([CH3:7])[CH:5]=[O:6].CC(=CC)C.Cl([O-])=[O:34].[Na+].P([O-])(O)(O)=O.[Na+].